Task: Predict the product of the given reaction.. Dataset: Forward reaction prediction with 1.9M reactions from USPTO patents (1976-2016) (1) Given the reactants Cl[C:2]1[CH:7]=[CH:6][C:5]([C:8]([NH:10][C@@H:11]([CH:19]2[CH2:24][CH2:23][CH2:22][CH2:21][CH2:20]2)[C:12]([O:14][C:15]([CH3:18])([CH3:17])[CH3:16])=[O:13])=[O:9])=[C:4]([NH:25][C:26]([NH:28][C:29]2[C:34]([CH3:35])=[CH:33][C:32]([CH3:36])=[CH:31][C:30]=2[CH3:37])=[O:27])[CH:3]=1.[F:38][C:39]([F:51])([F:50])[O:40][C:41]1[CH:46]=[CH:45][C:44](B(O)O)=[CH:43][CH:42]=1.[F-].[Cs+].O, predict the reaction product. The product is: [CH:19]1([C@H:11]([NH:10][C:8]([C:5]2[CH:6]=[CH:7][C:2]([C:44]3[CH:43]=[CH:42][C:41]([O:40][C:39]([F:38])([F:50])[F:51])=[CH:46][CH:45]=3)=[CH:3][C:4]=2[NH:25][C:26]([NH:28][C:29]2[C:34]([CH3:35])=[CH:33][C:32]([CH3:36])=[CH:31][C:30]=2[CH3:37])=[O:27])=[O:9])[C:12]([O:14][C:15]([CH3:18])([CH3:17])[CH3:16])=[O:13])[CH2:24][CH2:23][CH2:22][CH2:21][CH2:20]1. (2) Given the reactants Cl[C:2]([C:20]1[CH:21]=[N:22][CH:23]=[CH:24][CH:25]=1)([CH3:19])[CH2:3][N:4]1[C:12]2[CH:11]=[CH:10][C:9]([CH3:13])=[CH:8][C:7]=2[C:6]2[CH2:14][N:15]([CH3:18])[CH2:16][CH2:17][C:5]1=2.[N-:26]=[N+:27]=[N-:28].[Na+].C([O-])(O)=O.[Na+], predict the reaction product. The product is: [N:26]([C:2]([C:20]1[CH:21]=[N:22][CH:23]=[CH:24][CH:25]=1)([CH3:19])[CH2:3][N:4]1[C:12]2[CH:11]=[CH:10][C:9]([CH3:13])=[CH:8][C:7]=2[C:6]2[CH2:14][N:15]([CH3:18])[CH2:16][CH2:17][C:5]1=2)=[N+:27]=[N-:28]. (3) Given the reactants [CH2:1]([C:8]1[C:9](Cl)=[N:10][C:11]2[C:16]([C:17]=1[Cl:18])=[CH:15][C:14]([C:19]([C:31]1[N:35]([CH3:36])[CH:34]=[N:33][CH:32]=1)([C:21]1[CH:22]=[N:23][C:24]([C:27]([F:30])([F:29])[F:28])=[CH:25][CH:26]=1)[OH:20])=[CH:13][CH:12]=2)[C:2]1[CH:7]=[CH:6][CH:5]=[CH:4][CH:3]=1.[C:38]([OH:44])([C:40]([F:43])([F:42])[F:41])=[O:39].[CH3:45][N:46]1[CH:50]=[CH:49][N:48]=[C:47]1[Sn](CCCC)(CCCC)CCCC, predict the reaction product. The product is: [CH2:1]([C:8]1[C:9]([C:47]2[N:46]([CH3:45])[CH:50]=[CH:49][N:48]=2)=[N:10][C:11]2[C:16]([C:17]=1[Cl:18])=[CH:15][C:14]([C:19]([C:31]1[N:35]([CH3:36])[CH:34]=[N:33][CH:32]=1)([C:21]1[CH:22]=[N:23][C:24]([C:27]([F:30])([F:28])[F:29])=[CH:25][CH:26]=1)[OH:20])=[CH:13][CH:12]=2)[C:2]1[CH:3]=[CH:4][CH:5]=[CH:6][CH:7]=1.[C:38]([OH:44])([C:40]([F:43])([F:42])[F:41])=[O:39].[C:38]([OH:44])([C:40]([F:43])([F:42])[F:41])=[O:39]. (4) Given the reactants N1C=C[CH:3]=N1.[N:6]1([CH:11](C)[CH2:12][NH:13][C:14]([C:16]2[C:20]([Br:21])=[C:19]([NH:22][C:23](=[O:31])[C:24]3[CH:29]=[CH:28][CH:27]=[CH:26][C:25]=3[Cl:30])[NH:18][N:17]=2)=[O:15])[CH2:10]CC[CH2:7]1, predict the reaction product. The product is: [CH3:10][N:6]([CH3:7])[CH2:11][C@H:12]([NH:13][C:14]([C:16]1[C:20]([Br:21])=[C:19]([NH:22][C:23](=[O:31])[C:24]2[CH:29]=[CH:28][CH:27]=[CH:26][C:25]=2[Cl:30])[NH:18][N:17]=1)=[O:15])[CH3:3].